This data is from NCI-60 drug combinations with 297,098 pairs across 59 cell lines. The task is: Regression. Given two drug SMILES strings and cell line genomic features, predict the synergy score measuring deviation from expected non-interaction effect. (1) Drug 1: CCC1(CC2CC(C3=C(CCN(C2)C1)C4=CC=CC=C4N3)(C5=C(C=C6C(=C5)C78CCN9C7C(C=CC9)(C(C(C8N6C=O)(C(=O)OC)O)OC(=O)C)CC)OC)C(=O)OC)O.OS(=O)(=O)O. Drug 2: C1=NC(=NC(=O)N1C2C(C(C(O2)CO)O)O)N. Cell line: HT29. Synergy scores: CSS=34.9, Synergy_ZIP=-1.45, Synergy_Bliss=4.95, Synergy_Loewe=-21.7, Synergy_HSA=3.97. (2) Drug 1: CNC(=O)C1=CC=CC=C1SC2=CC3=C(C=C2)C(=NN3)C=CC4=CC=CC=N4. Drug 2: COC1=C2C(=CC3=C1OC=C3)C=CC(=O)O2. Cell line: SNB-75. Synergy scores: CSS=2.07, Synergy_ZIP=-0.770, Synergy_Bliss=0.261, Synergy_Loewe=-0.858, Synergy_HSA=0.203. (3) Drug 1: CC1=CC2C(CCC3(C2CCC3(C(=O)C)OC(=O)C)C)C4(C1=CC(=O)CC4)C. Drug 2: CC12CCC3C(C1CCC2OP(=O)(O)O)CCC4=C3C=CC(=C4)OC(=O)N(CCCl)CCCl.[Na+]. Cell line: HT29. Synergy scores: CSS=0.239, Synergy_ZIP=-0.480, Synergy_Bliss=-0.862, Synergy_Loewe=-2.20, Synergy_HSA=-1.96. (4) Drug 1: C1=CN(C(=O)N=C1N)C2C(C(C(O2)CO)O)O.Cl. Drug 2: C1=CN(C=N1)CC(O)(P(=O)(O)O)P(=O)(O)O. Cell line: SK-MEL-5. Synergy scores: CSS=24.3, Synergy_ZIP=-2.27, Synergy_Bliss=-5.20, Synergy_Loewe=-17.7, Synergy_HSA=-7.67. (5) Drug 1: CCC1=C2CN3C(=CC4=C(C3=O)COC(=O)C4(CC)O)C2=NC5=C1C=C(C=C5)O. Drug 2: CCCCC(=O)OCC(=O)C1(CC(C2=C(C1)C(=C3C(=C2O)C(=O)C4=C(C3=O)C=CC=C4OC)O)OC5CC(C(C(O5)C)O)NC(=O)C(F)(F)F)O. Cell line: U251. Synergy scores: CSS=62.1, Synergy_ZIP=-2.27, Synergy_Bliss=-1.23, Synergy_Loewe=-3.18, Synergy_HSA=4.25. (6) Drug 1: CC(CN1CC(=O)NC(=O)C1)N2CC(=O)NC(=O)C2. Drug 2: CN(C)C1=NC(=NC(=N1)N(C)C)N(C)C. Cell line: BT-549. Synergy scores: CSS=23.1, Synergy_ZIP=10.1, Synergy_Bliss=20.0, Synergy_Loewe=10.0, Synergy_HSA=14.7. (7) Drug 1: COCCOC1=C(C=C2C(=C1)C(=NC=N2)NC3=CC=CC(=C3)C#C)OCCOC.Cl. Drug 2: CC1C(C(CC(O1)OC2CC(CC3=C2C(=C4C(=C3O)C(=O)C5=C(C4=O)C(=CC=C5)OC)O)(C(=O)CO)O)N)O.Cl. Cell line: TK-10. Synergy scores: CSS=45.7, Synergy_ZIP=-5.12, Synergy_Bliss=-7.31, Synergy_Loewe=-2.20, Synergy_HSA=-0.0918.